The task is: Predict the product of the given reaction.. This data is from Forward reaction prediction with 1.9M reactions from USPTO patents (1976-2016). (1) Given the reactants C([O:3][C:4]([C:6]1[C:7]([CH3:12])=[N:8][N:9]([CH3:11])[CH:10]=1)=O)C.CC(C[AlH]CC(C)C)C, predict the reaction product. The product is: [CH3:11][N:9]1[CH:10]=[C:6]([CH2:4][OH:3])[C:7]([CH3:12])=[N:8]1. (2) Given the reactants Cl.C(N=C=NCCCN(C)C)C.O.ON1C2C=CC=CC=2N=N1.Cl.[Cl:25][C:26]1[CH:38]=[CH:37][C:29]([O:30][CH:31]2[CH2:36][CH2:35][NH:34][CH2:33][CH2:32]2)=[CH:28][CH:27]=1.[C:39]([O:43][C:44]([NH:46][C@H:47]([C:51](O)=[O:52])[CH:48]([CH3:50])[CH3:49])=[O:45])([CH3:42])([CH3:41])[CH3:40].CN1CCOCC1.Cl, predict the reaction product. The product is: [C:39]([O:43][C:44](=[O:45])[NH:46][C@H:47]([C:51]([N:34]1[CH2:33][CH2:32][CH:31]([O:30][C:29]2[CH:37]=[CH:38][C:26]([Cl:25])=[CH:27][CH:28]=2)[CH2:36][CH2:35]1)=[O:52])[CH:48]([CH3:49])[CH3:50])([CH3:40])([CH3:42])[CH3:41]. (3) Given the reactants Br[C:2]1[CH:8]=[CH:7][CH:6]=[CH:5][C:3]=1[NH2:4].COCCOCCOC.C(=O)([O-])[O-].[Na+].[Na+].[F:24][C:25]1[CH:30]=[CH:29][C:28](B(O)O)=[CH:27][CH:26]=1.B(O)O, predict the reaction product. The product is: [F:24][C:25]1[CH:30]=[CH:29][C:28]([C:2]2[CH:8]=[CH:7][CH:6]=[CH:5][C:3]=2[NH2:4])=[CH:27][CH:26]=1. (4) Given the reactants [CH3:1][CH:2]1[CH2:7][CH:6]([CH3:8])[N:5]2[CH:9]=[CH:10][CH:11]=[N:12][C:4]2=[N:3]1, predict the reaction product. The product is: [CH3:1][CH:2]1[CH2:7][CH:6]([CH3:8])[N:5]2[CH2:9][CH2:10][CH2:11][N:12]=[C:4]2[NH:3]1. (5) Given the reactants [CH:1]([O:4][C:5]1[CH:13]=[CH:12][C:11]([S:14]([CH3:17])(=[O:16])=[O:15])=[CH:10][C:6]=1[C:7]([OH:9])=O)([CH3:3])[CH3:2].[CH3:18][C:19]1[N:20]=[C:21]([N:24]2[CH2:29][CH2:28][NH:27][CH2:26][CH2:25]2)[S:22][CH:23]=1, predict the reaction product. The product is: [CH:1]([O:4][C:5]1[CH:13]=[CH:12][C:11]([S:14]([CH3:17])(=[O:16])=[O:15])=[CH:10][C:6]=1[C:7]([N:27]1[CH2:28][CH2:29][N:24]([C:21]2[S:22][CH:23]=[C:19]([CH3:18])[N:20]=2)[CH2:25][CH2:26]1)=[O:9])([CH3:2])[CH3:3].